From a dataset of Forward reaction prediction with 1.9M reactions from USPTO patents (1976-2016). Predict the product of the given reaction. (1) Given the reactants [C:1]([O:5][C:6](=[O:20])[NH:7][C:8]1[CH:13]=[C:12](F)[C:11]([C:15]#[N:16])=[CH:10][C:9]=1[N+:17]([O-:19])=[O:18])([CH3:4])([CH3:3])[CH3:2].[NH:21]1[CH2:26][CH2:25][CH2:24][CH2:23][CH2:22]1, predict the reaction product. The product is: [C:1]([O:5][C:6](=[O:20])[NH:7][C:8]1[CH:13]=[C:12]([N:21]2[CH2:26][CH2:25][CH2:24][CH2:23][CH2:22]2)[C:11]([C:15]#[N:16])=[CH:10][C:9]=1[N+:17]([O-:19])=[O:18])([CH3:4])([CH3:3])[CH3:2]. (2) Given the reactants Br[C:2]1[CH:7]=[CH:6][C:5]([CH2:8][CH2:9][N:10]2[CH2:14][CH2:13][CH2:12][C@H:11]2[CH3:15])=[CH:4][CH:3]=1.[CH:16]([S:19]([C:22]1[CH:27]=[CH:26][C:25](B(O)O)=[CH:24][CH:23]=1)(=[O:21])=[O:20])([CH3:18])[CH3:17], predict the reaction product. The product is: [CH3:15][C@@H:11]1[CH2:12][CH2:13][CH2:14][N:10]1[CH2:9][CH2:8][C:5]1[CH:6]=[CH:7][C:2]([C:25]2[CH:24]=[CH:23][C:22]([S:19]([CH:16]([CH3:18])[CH3:17])(=[O:21])=[O:20])=[CH:27][CH:26]=2)=[CH:3][CH:4]=1. (3) Given the reactants [CH3:1][O:2][C:3]([C:5]1[CH:6]=[C:7]2[C:11](=[CH:12][CH:13]=1)[NH:10][C:9]([CH2:14][OH:15])=[CH:8]2)=[O:4], predict the reaction product. The product is: [CH3:1][O:2][C:3]([C:5]1[CH:6]=[C:7]2[C:11](=[CH:12][CH:13]=1)[NH:10][C:9]([CH:14]=[O:15])=[CH:8]2)=[O:4]. (4) Given the reactants Cl[C:2]1[C:3]2[C:4](=[CH:13][N:14](CC3C=CC(OC)=CC=3)[N:15]=2)[N:5]=[C:6]([C:8]2[CH:12]=[CH:11][S:10][CH:9]=2)[N:7]=1.[NH:25]1[C:33]2[C:28](=[CH:29][CH:30]=[C:31]([NH2:34])[CH:32]=2)[CH:27]=[N:26]1.Cl, predict the reaction product. The product is: [NH:25]1[C:33]2[C:28](=[CH:29][CH:30]=[C:31]([NH:34][C:2]3[C:3]4[NH:15][N:14]=[CH:13][C:4]=4[N:5]=[C:6]([C:8]4[CH:12]=[CH:11][S:10][CH:9]=4)[N:7]=3)[CH:32]=2)[CH:27]=[N:26]1. (5) Given the reactants [C:1]([O:5][C:6]([N:8]1[CH2:13][CH2:12][CH:11]([N:14]2[C:18]3=[N:19][C:20](Cl)=[N:21][C:22]([O:23][C:24]4[CH:29]=[CH:28][C:27]([S:30]([CH3:33])(=[O:32])=[O:31])=[CH:26][CH:25]=4)=[C:17]3[CH:16]=[N:15]2)[CH2:10][CH2:9]1)=[O:7])([CH3:4])([CH3:3])[CH3:2].[CH3:35][Al](C)C, predict the reaction product. The product is: [C:1]([O:5][C:6]([N:8]1[CH2:13][CH2:12][CH:11]([N:14]2[C:18]3=[N:19][C:20]([CH3:35])=[N:21][C:22]([O:23][C:24]4[CH:29]=[CH:28][C:27]([S:30]([CH3:33])(=[O:32])=[O:31])=[CH:26][CH:25]=4)=[C:17]3[CH:16]=[N:15]2)[CH2:10][CH2:9]1)=[O:7])([CH3:4])([CH3:3])[CH3:2]. (6) Given the reactants [NH:1]1[C:10]2[C:5](=[CH:6][CH:7]=[CH:8][CH:9]=2)[CH2:4][CH2:3][CH2:2]1.[N:11]([O-])=[O:12].[Na+], predict the reaction product. The product is: [N:11]([N:1]1[C:10]2[C:5](=[CH:6][CH:7]=[CH:8][CH:9]=2)[CH2:4][CH2:3][CH2:2]1)=[O:12]. (7) Given the reactants [CH:1]1[C:6](=[O:7])[C:5]([OH:8])=[CH:4][O:3][C:2]=1[CH2:9][OH:10].[Br:11][CH2:12][CH2:13][CH2:14][CH2:15][CH2:16]Br.C(=O)([O-])[O-].[K+].[K+].[I-].[Na+], predict the reaction product. The product is: [Br:11][CH2:12][CH2:13][CH2:14][CH2:15][CH2:16][O:8][C:5]1[C:6](=[O:7])[CH:1]=[C:2]([CH2:9][OH:10])[O:3][CH:4]=1. (8) Given the reactants [Br-].[C:2]1([C:8]2([C:18]3[CH:23]=[CH:22][CH:21]=[CH:20][CH:19]=3)[CH2:12][CH2:11][O:10][C:9]2=[N+:13]2[CH2:17][CH2:16][CH2:15][CH2:14]2)[CH:7]=[CH:6][CH:5]=[CH:4][CH:3]=1.[OH:24][C:25]1[CH:30]=[CH:29][CH:28]=[CH:27][C:26]=1[C:31]1([OH:37])[CH2:36][CH2:35][NH:34][CH2:33][CH2:32]1.C(=O)([O-])[O-].[Na+].[Na+].O, predict the reaction product. The product is: [OH:24][C:25]1[CH:30]=[CH:29][CH:28]=[CH:27][C:26]=1[C:31]1([OH:37])[CH2:32][CH2:33][N:34]([CH2:11][CH2:12][C:8]([C:2]2[CH:7]=[CH:6][CH:5]=[CH:4][CH:3]=2)([C:18]2[CH:19]=[CH:20][CH:21]=[CH:22][CH:23]=2)[C:9]([N:13]2[CH2:14][CH2:15][CH2:16][CH2:17]2)=[O:10])[CH2:35][CH2:36]1. (9) The product is: [NH2:6][C@@H:5]([CH3:4])[C@@H:19]([C:11]1[CH:16]=[CH:15][CH:14]=[CH:13][CH:12]=1)[O:22][C:2]1[CH:3]=[C:4]2[C:8](=[CH:9][CH:10]=1)[N:7]([C:11]1[CH:16]=[CH:15][C:14]([CH2:17][OH:18])=[CH:13][CH:12]=1)[N:6]=[CH:5]2. Given the reactants I[C:2]1[CH:3]=[C:4]2[C:8](=[CH:9][CH:10]=1)[N:7]([C:11]1[CH:16]=[CH:15][C:14]([CH2:17][OH:18])=[CH:13][CH:12]=1)[N:6]=[CH:5]2.[C:19](=[O:22])([O-])[O-].[Cs+].[Cs+], predict the reaction product.